The task is: Predict the reactants needed to synthesize the given product.. This data is from Full USPTO retrosynthesis dataset with 1.9M reactions from patents (1976-2016). (1) Given the product [NH:11]1[CH2:14][CH:13]([C:15]2[CH:16]=[C:17]3[S:23][C:22]([NH:24][C:25]([O:27][C:28]([CH3:31])([CH3:30])[CH3:29])=[O:26])=[C:21]([C:32]([O:34][CH3:35])=[O:33])[C:18]3=[N:19][CH:20]=2)[CH2:12]1, predict the reactants needed to synthesize it. The reactants are: C(OC([N:11]1[CH2:14][CH:13]([C:15]2[CH:16]=[C:17]3[S:23][C:22]([NH:24][C:25]([O:27][C:28]([CH3:31])([CH3:30])[CH3:29])=[O:26])=[C:21]([C:32]([O:34][CH3:35])=[O:33])[C:18]3=[N:19][CH:20]=2)[CH2:12]1)=O)C1C=CC=CC=1. (2) Given the product [CH3:39][N:36]1[CH2:37][CH2:38][CH:33]([O:32][C:41]2[CH:42]=[N:43][CH:44]=[CH:45][CH:46]=2)[CH2:34][CH2:35]1, predict the reactants needed to synthesize it. The reactants are: N(C(OCC)=O)=NC(OCC)=O.C1(P(C2C=CC=CC=2)C2C=CC=CC=2)C=CC=CC=1.[OH:32][CH:33]1[CH2:38][CH2:37][N:36]([CH3:39])[CH2:35][CH2:34]1.O[C:41]1[CH:42]=[N:43][CH:44]=[CH:45][CH:46]=1. (3) Given the product [NH2:1][C:2]1[N:3]=[C:4]([OH:8])[CH:5]=[CH:6][C:7]=1[Br:9], predict the reactants needed to synthesize it. The reactants are: [NH2:1][C:2]1[CH:7]=[CH:6][CH:5]=[C:4]([OH:8])[N:3]=1.[Br:9]Br. (4) Given the product [C:4]([O:3][C:1]([NH:8][C@H:9]([C:12]([OH:14])=[O:13])[CH2:10][O:11][CH2:17][C:18]1[CH:23]=[CH:22][CH:21]=[CH:20][CH:19]=1)=[O:2])([CH3:7])([CH3:6])[CH3:5], predict the reactants needed to synthesize it. The reactants are: [C:1]([NH:8][C@H:9]([C:12]([OH:14])=[O:13])[CH2:10][OH:11])([O:3][C:4]([CH3:7])([CH3:6])[CH3:5])=[O:2].[H-].[Na+].[CH2:17](Br)[C:18]1[CH:23]=[CH:22][CH:21]=[CH:20][CH:19]=1. (5) Given the product [Cl:1][C:2]1[N:11]=[CH:10][CH:9]=[C:8]2[C:3]=1[C:4]1[CH:16]=[C:15]([C:17]3[CH:18]=[N:19][N:20]([CH3:22])[CH:21]=3)[CH:14]=[CH:13][C:5]=1[C:6]([NH:24][CH2:25][C:26]1[S:27][CH:28]=[CH:29][N:30]=1)=[N:7]2, predict the reactants needed to synthesize it. The reactants are: [Cl:1][C:2]1[N:11]=[CH:10][CH:9]=[C:8]2[C:3]=1[C:4]1[CH:16]=[C:15]([C:17]3[CH:18]=[N:19][N:20]([CH3:22])[CH:21]=3)[CH:14]=[CH:13][C:5]=1[C:6](Cl)=[N:7]2.Cl.[NH2:24][CH2:25][C:26]1[S:27][CH:28]=[CH:29][N:30]=1.C(N(CC)CC)C.C(=O)([O-])O.[Na+]. (6) Given the product [OH:31][C:28]1([C:5]2[CH:6]=[C:7]([CH:13]=[CH:14][CH:15]=2)[C:8]([O:10][CH2:11][CH3:12])=[O:9])[CH2:29][CH2:30][C:25]2([O:21][CH2:22][CH2:23][O:24]2)[CH2:26][CH2:27]1, predict the reactants needed to synthesize it. The reactants are: C(=O)=O.I[C:5]1[CH:6]=[C:7]([CH:13]=[CH:14][CH:15]=1)[C:8]([O:10][CH2:11][CH3:12])=[O:9].CC([Mg]Cl)C.[O:21]1[C:25]2([CH2:30][CH2:29][C:28](=[O:31])[CH2:27][CH2:26]2)[O:24][CH2:23][CH2:22]1. (7) Given the product [F:1][C:2]1[C:3](=[O:21])[N:4]([C:9]2[CH:10]=[CH:11][C:12]([N:15]3[CH2:20][CH2:19][N:18]([CH2:33][CH2:34][CH2:35][C:36]4[C:44]5[C:39](=[CH:40][CH:41]=[C:42]([C:45]#[N:46])[CH:43]=5)[NH:38][CH:37]=4)[CH2:17][CH2:16]3)=[CH:13][CH:14]=2)[CH:5]=[C:6]([F:8])[CH:7]=1, predict the reactants needed to synthesize it. The reactants are: [F:1][C:2]1[C:3](=[O:21])[N:4]([C:9]2[CH:14]=[CH:13][C:12]([N:15]3[CH2:20][CH2:19][NH:18][CH2:17][CH2:16]3)=[CH:11][CH:10]=2)[CH:5]=[C:6]([F:8])[CH:7]=1.CC1C=CC(S(O[CH2:33][CH2:34][CH2:35][C:36]2[C:44]3[C:39](=[CH:40][CH:41]=[C:42]([C:45]#[N:46])[CH:43]=3)[NH:38][CH:37]=2)(=O)=O)=CC=1.C(=O)([O-])[O-].[K+].[K+].[I-].[K+]. (8) Given the product [CH2:8]([O:43][CH:44]1[C@@H:48]2[CH:49]=[N:50][C:51]3[CH:58]=[CH:57][C:56]([O:59][CH3:60])=[CH:55][C:52]=3[C:53](=[O:54])[N:47]2[CH2:46][CH2:45]1)[CH2:9][CH2:10][O:11][CH:12]1[C@@H:16]2[CH:17]=[N:18][C:19]3[CH:26]=[CH:25][C:24]([O:27][CH3:28])=[CH:23][C:20]=3[C:21](=[O:22])[N:15]2[CH2:14][CH2:13]1, predict the reactants needed to synthesize it. The reactants are: C(O)(C(F)(F)F)=O.[CH2:8]([O:43][CH:44]1[C@H:48]2[C@H:49](OC3CCCCO3)[N:50](C(OC(C)(C)C)=O)[C:51]3[CH:58]=[CH:57][C:56]([O:59][CH3:60])=[CH:55][C:52]=3[C:53](=[O:54])[N:47]2[CH2:46][CH2:45]1)[CH2:9][CH2:10][O:11][CH:12]1[C@H:16]2[C@H:17](OC3CCCCO3)[N:18](C(OC(C)(C)C)=O)[C:19]3[CH:26]=[CH:25][C:24]([O:27][CH3:28])=[CH:23][C:20]=3[C:21](=[O:22])[N:15]2[CH2:14][CH2:13]1.C([O-])(O)=O.[Na+]. (9) Given the product [CH2:1]([C:3]1[NH:13][C:6]2=[N:7][C:8]([CH3:12])=[CH:9][C:10]([CH3:11])=[C:5]2[N:4]=1)[CH3:2], predict the reactants needed to synthesize it. The reactants are: [CH2:1]([C:3]1[N:13](CC2C=CC3/C(=C(/C)\C#N)/C4C=CC=CC=4CCC=3C=2)[C:6]2=[N:7][C:8]([CH3:12])=[CH:9][C:10]([CH3:11])=[C:5]2[N:4]=1)[CH3:2].OCC1C=CC2/C(=C(/C)\C#N)/C3C=CC=CC=3CCC=2C=1.